The task is: Predict the reactants needed to synthesize the given product.. This data is from Full USPTO retrosynthesis dataset with 1.9M reactions from patents (1976-2016). Given the product [CH:13]1([NH:12][C:10]([NH2:9])=[S:11])[CH2:20][CH2:19][CH2:18][CH2:17][CH2:16][CH2:15][CH2:14]1, predict the reactants needed to synthesize it. The reactants are: C([NH:9][C:10]([NH:12][CH:13]1[CH2:20][CH2:19][CH2:18][CH2:17][CH2:16][CH2:15][CH2:14]1)=[S:11])(=O)C1C=CC=CC=1.C(=O)([O-])[O-].[K+].[K+].C1COCC1.